From a dataset of Forward reaction prediction with 1.9M reactions from USPTO patents (1976-2016). Predict the product of the given reaction. (1) Given the reactants [CH2:1]([O:3][C:4]([C:6]1([CH3:27])[CH2:11][CH2:10][N:9]([C:12]2[CH2:26][C:15]3([CH2:18][N:17](C(OC(C)(C)C)=O)[CH2:16]3)[O:14][N:13]=2)[CH2:8][CH2:7]1)=[O:5])[CH3:2].[CH2:28]([O:30][C:31]1[CH:36]=[C:35]([CH:37]=O)[CH:34]=[CH:33][C:32]=1[C:39]1[CH:44]=[CH:43][C:42]([F:45])=[CH:41][C:40]=1[O:46][CH2:47][CH2:48][C:49]([F:52])([F:51])[F:50])[CH3:29], predict the reaction product. The product is: [CH2:28]([O:30][C:31]1[CH:36]=[C:35]([CH2:37][N:17]2[CH2:18][C:15]3([CH2:26][C:12]([N:9]4[CH2:8][CH2:7][C:6]([CH3:27])([C:4]([O:3][CH2:1][CH3:2])=[O:5])[CH2:11][CH2:10]4)=[N:13][O:14]3)[CH2:16]2)[CH:34]=[CH:33][C:32]=1[C:39]1[CH:44]=[CH:43][C:42]([F:45])=[CH:41][C:40]=1[O:46][CH2:47][CH2:48][C:49]([F:51])([F:50])[F:52])[CH3:29]. (2) Given the reactants C([O:3][C:4](=[O:30])[C:5]1[CH:10]=[C:9]([CH2:11][N:12]2[CH2:17][CH2:16][CH:15]([C:18]3[C:26]4[C:21](=[CH:22][C:23]([F:27])=[CH:24][CH:25]=4)[NH:20][CH:19]=3)[CH2:14][CH2:13]2)[CH:8]=[CH:7][C:6]=1[O:28][CH3:29])C.[H-].[Na+], predict the reaction product. The product is: [CH2:4]([N:20]1[C:21]2[C:26](=[CH:25][CH:24]=[C:23]([F:27])[CH:22]=2)[C:18]([CH:15]2[CH2:16][CH2:17][N:12]([CH2:11][C:9]3[CH:8]=[CH:7][C:6]([O:28][CH3:29])=[C:5]([CH:10]=3)[C:4]([OH:3])=[O:30])[CH2:13][CH2:14]2)=[CH:19]1)[CH2:5][CH2:6][CH3:7]. (3) The product is: [Cl:25][C:17]1[C:16]2=[CH:22][N:13]([C:3]3[C:2]([Cl:1])=[CH:7][C:6]([S:8]([CH3:11])(=[O:10])=[O:9])=[CH:5][C:4]=3[Cl:12])[N:14]=[C:15]2[CH:20]=[CH:19][N:18]=1. Given the reactants [Cl:1][C:2]1[CH:7]=[C:6]([S:8]([CH3:11])(=[O:10])=[O:9])[CH:5]=[C:4]([Cl:12])[C:3]=1[N:13]1[CH:22]=[C:16]2[CH:17]=[N+:18]([O-])[CH:19]=[CH:20][C:15]2=[N:14]1.P(Cl)(Cl)([Cl:25])=O, predict the reaction product. (4) Given the reactants [F:1][C:2]1[CH:7]=[CH:6][CH:5]=[C:4]([F:8])[C:3]=1[N:9]1[C:14]2[N:15]=[C:16](S(C)=O)[N:17]=[C:18]([C:19]3[CH:20]=[C:21]([CH:30]=[CH:31][C:32]=3[CH3:33])[C:22]([NH:24][C:25]3[S:26][CH:27]=[CH:28][N:29]=3)=[O:23])[C:13]=2[CH:12]=[CH:11][C:10]1=[O:37].[CH3:38][N:39]([CH3:43])[CH2:40][CH2:41][NH2:42], predict the reaction product. The product is: [F:1][C:2]1[CH:7]=[CH:6][CH:5]=[C:4]([F:8])[C:3]=1[N:9]1[C:14]2[N:15]=[C:16]([NH:42][CH2:41][CH2:40][N:39]([CH3:43])[CH3:38])[N:17]=[C:18]([C:19]3[CH:20]=[C:21]([CH:30]=[CH:31][C:32]=3[CH3:33])[C:22]([NH:24][C:25]3[S:26][CH:27]=[CH:28][N:29]=3)=[O:23])[C:13]=2[CH:12]=[CH:11][C:10]1=[O:37]. (5) Given the reactants [F:1][C:2]([F:39])([F:38])[C:3]1[CH:4]=[C:5]([C@H:13]([O:15][C@H:16]2[CH2:24][N:23]3[C@@H:18]([CH2:19][CH2:20][C:21]([CH3:30])([C:26]([O:28]C)=[O:27])[C:22]3=[O:25])[C@@H:17]2[C:31]2[CH:36]=[CH:35][C:34]([F:37])=[CH:33][CH:32]=2)[CH3:14])[CH:6]=[C:7]([C:9]([F:12])([F:11])[F:10])[CH:8]=1.O.[OH-].[Li+].O.C1COCC1, predict the reaction product. The product is: [F:39][C:2]([F:1])([F:38])[C:3]1[CH:4]=[C:5]([C@H:13]([O:15][C@H:16]2[CH2:24][N:23]3[C@@H:18]([CH2:19][CH2:20][C:21]([CH3:30])([C:26]([OH:28])=[O:27])[C:22]3=[O:25])[C@@H:17]2[C:31]2[CH:36]=[CH:35][C:34]([F:37])=[CH:33][CH:32]=2)[CH3:14])[CH:6]=[C:7]([C:9]([F:10])([F:11])[F:12])[CH:8]=1. (6) The product is: [NH2:21][C:11]1[CH:10]=[CH:9][C:14]([Cl:15])=[CH:13][C:12]=1[C:16]([NH:8][CH2:7][CH:1]1[CH2:6][CH2:5][CH2:4][CH2:3][CH2:2]1)=[O:18]. Given the reactants [CH:1]1([CH2:7][NH2:8])[CH2:6][CH2:5][CH2:4][CH2:3][CH2:2]1.[CH:9]1[C:14]([Cl:15])=[CH:13][C:12]2[C:16]([O:18]C([NH:21][C:11]=2[CH:10]=1)=O)=O.C(N(C(C)C)CC)(C)C, predict the reaction product.